The task is: Predict the reaction yield, written as a fraction of the theoretical maximum amount of product (1.0 means a 100% yield; for example, 0.34 means a 34% yield).. This data is from Reaction yield outcomes from USPTO patents with 853,638 reactions. (1) The reactants are [Cl:1]C1C=CC(/C=[CH:9]/[C:10]([NH2:12])=O)=CC=1CC.[H][H].C(O[C:21]1[C:22](OC(=O)C)=[C:23](I)[CH:24]=[CH:25][CH:26]=1)(=O)C.[ClH:32].[CH2:33]1[CH2:37]OCC1. The catalyst is [Ni].C1(C)C=CC=CC=1. The product is [ClH:1].[Cl:32][C:26]1[CH:25]=[CH:24][C:23]([CH2:9][CH2:10][NH2:12])=[CH:22][C:21]=1[CH2:37][CH3:33]. The yield is 0.930. (2) The reactants are [CH2:1]([C:4]1[C:5]([O:9][CH2:10][CH2:11][CH2:12][C:13]2[C:14]([CH2:28][CH2:29][CH3:30])=[N:15][N:16]([C:18]3[CH:23]=[CH:22][C:21]([C:24]([F:27])([F:26])[F:25])=[CH:20][N:19]=3)[CH:17]=2)=[N:6][NH:7][CH:8]=1)[CH2:2][CH3:3].[H-].[Na+].[C:33]([O:36]CBr)(=[O:35])[CH3:34].O. The catalyst is CN(C)C=O. The product is [CH2:1]([C:4]1[C:5]([O:9][CH2:10][CH2:11][CH2:12][C:13]2[C:14]([CH2:28][CH2:29][CH3:30])=[N:15][N:16]([C:18]3[CH:23]=[CH:22][C:21]([C:24]([F:26])([F:25])[F:27])=[CH:20][N:19]=3)[CH:17]=2)=[N:6][N:7]([CH2:34][C:33]([OH:36])=[O:35])[CH:8]=1)[CH2:2][CH3:3]. The yield is 0.690. (3) The reactants are [CH2:1]([O:3][C:4]([C:6]1[O:7][C:8]2[C:13]([C:14](=[O:16])[CH:15]=1)=[CH:12][C:11]([O:17][CH3:18])=[CH:10][C:9]=2Br)=[O:5])[CH3:2].[CH2:20]([N:23]1[CH2:28][CH2:27][NH:26][CH2:25][CH2:24]1)[CH2:21][CH3:22]. No catalyst specified. The product is [CH2:1]([O:3][C:4]([C:6]1[O:7][C:8]2[C:13]([C:14](=[O:16])[CH:15]=1)=[CH:12][C:11]([O:17][CH3:18])=[CH:10][C:9]=2[N:26]1[CH2:27][CH2:28][N:23]([CH2:20][CH2:21][CH3:22])[CH2:24][CH2:25]1)=[O:5])[CH3:2]. The yield is 0.400. (4) The reactants are Cl.Cl.C([O:6][C:7]1[CH:8]=[C:9]2[C:14](=[CH:15][C:16]=1[O:17][CH3:18])[N:13]=[CH:12][N:11]=[C:10]2[NH:19][C:20]1[CH:25]=[C:24]([NH:26][C:27]([C:29]2[CH:34]=[CH:33][N:32]=[C:31]([N:35]3[CH2:40][CH2:39][O:38][CH2:37][CH2:36]3)[CH:30]=2)=[O:28])[CH:23]=[CH:22][C:21]=1[CH3:41])(=O)C.N. No catalyst specified. The product is [OH:6][C:7]1[CH:8]=[C:9]2[C:14](=[CH:15][C:16]=1[O:17][CH3:18])[N:13]=[CH:12][N:11]=[C:10]2[NH:19][C:20]1[CH:25]=[C:24]([NH:26][C:27]([C:29]2[CH:34]=[CH:33][N:32]=[C:31]([N:35]3[CH2:36][CH2:37][O:38][CH2:39][CH2:40]3)[CH:30]=2)=[O:28])[CH:23]=[CH:22][C:21]=1[CH3:41]. The yield is 0.780. (5) The reactants are [Cl:1][C:2]1[CH:7]=[C:6]([Cl:8])[CH:5]=[CH:4][C:3]=1[C:9]1[C:14]([O:15]C)=[CH:13][CH:12]=[CH:11][C:10]=1[F:17]. The catalyst is Br. The product is [Cl:1][C:2]1[CH:7]=[C:6]([Cl:8])[CH:5]=[CH:4][C:3]=1[C:9]1[C:14]([OH:15])=[CH:13][CH:12]=[CH:11][C:10]=1[F:17]. The yield is 0.890. (6) The reactants are [OH:1][C:2]1[C:7]([C:8](=[O:12])[CH:9]([CH3:11])[CH3:10])=[CH:6][N:5]=[C:4]2[S:13][C:14]([C:17]3[CH:22]=[CH:21][CH:20]=[CH:19][CH:18]=3)=[C:15]([CH3:16])[C:3]=12.C(=O)([O-])[O-].[K+].[K+].CN(C)C=O.[F:34][C:35]1[CH:42]=[CH:41][CH:40]=[C:39]([F:43])[C:36]=1[CH2:37]Br. The catalyst is O. The product is [F:34][C:35]1[CH:42]=[CH:41][CH:40]=[C:39]([F:43])[C:36]=1[CH2:37][N:5]1[CH:6]=[C:7]([C:8](=[O:12])[CH:9]([CH3:11])[CH3:10])[C:2](=[O:1])[C:3]2[C:15]([CH3:16])=[C:14]([C:17]3[CH:22]=[CH:21][CH:20]=[CH:19][CH:18]=3)[S:13][C:4]1=2. The yield is 0.946. (7) The reactants are [CH3:1][CH:2]([CH3:6])[C:3]([OH:5])=O.CCN(C(C)C)C(C)C.F[P-](F)(F)(F)(F)F.N1(O[P+](N(C)C)(N(C)C)N(C)C)C2C=CC=CC=2N=N1.Cl.[CH3:44][N:45]([C:64]1[CH:69]=[CH:68][CH:67]=[CH:66][CH:65]=1)[C:46]1[N:51]=[C:50]([NH2:52])[N:49]=[C:48]([C:53]2[N:57]=[C:56]([CH:58]3[CH2:63][CH2:62][NH:61][CH2:60][CH2:59]3)[O:55][N:54]=2)[N:47]=1. The catalyst is CN(C=O)C.O. The product is [NH2:52][C:50]1[N:51]=[C:46]([N:45]([CH3:44])[C:64]2[CH:65]=[CH:66][CH:67]=[CH:68][CH:69]=2)[N:47]=[C:48]([C:53]2[N:57]=[C:56]([CH:58]3[CH2:63][CH2:62][N:61]([C:3](=[O:5])[CH:2]([CH3:6])[CH3:1])[CH2:60][CH2:59]3)[O:55][N:54]=2)[N:49]=1. The yield is 0.880.